Dataset: Reaction yield outcomes from USPTO patents with 853,638 reactions. Task: Predict the reaction yield, written as a fraction of the theoretical maximum amount of product (1.0 means a 100% yield; for example, 0.34 means a 34% yield). (1) The reactants are Br[C:2]1[CH:7]=[CH:6][CH:5]=[C:4]([CH2:8][F:9])[N:3]=1.[CH2:10]([N:14]1[N:18]=[C:17]2[CH:19]=[CH:20][C:21]([F:24])=[C:22]([F:23])[C:16]2=[N:15]1)[CH2:11][C:12]#[CH:13]. No catalyst specified. The product is [F:23][C:22]1[C:16]2[C:17](=[N:18][N:14]([CH2:10][CH2:11][C:12]#[C:13][C:2]3[CH:7]=[CH:6][CH:5]=[C:4]([CH2:8][F:9])[N:3]=3)[N:15]=2)[CH:19]=[CH:20][C:21]=1[F:24]. The yield is 0.590. (2) The product is [CH3:1][S:2]([O:5][C:6]1[CH:32]=[CH:31][C:9]([O:10][CH2:11][CH2:12][C:13]2[CH:30]=[CH:29][C:16]([O:17][CH2:18][C:19]3[CH:28]=[CH:27][CH:26]=[CH:25][C:20]=3[C:21]([OH:23])=[O:22])=[CH:15][CH:14]=2)=[CH:8][CH:7]=1)(=[O:4])=[O:3]. The yield is 0.0770. The catalyst is O1CCCC1.O.Cl. The reactants are [CH3:1][S:2]([O:5][C:6]1[CH:32]=[CH:31][C:9]([O:10][CH2:11][CH2:12][C:13]2[CH:30]=[CH:29][C:16]([O:17][CH2:18][C:19]3[CH:28]=[CH:27][CH:26]=[CH:25][C:20]=3[C:21]([O:23]C)=[O:22])=[CH:15][CH:14]=2)=[CH:8][CH:7]=1)(=[O:4])=[O:3].